Dataset: Reaction yield outcomes from USPTO patents with 853,638 reactions. Task: Predict the reaction yield, written as a fraction of the theoretical maximum amount of product (1.0 means a 100% yield; for example, 0.34 means a 34% yield). (1) The reactants are [CH3:1][O:2][C:3]1[CH:4]=[C:5]2[C:10](=[CH:11][C:12]=1[O:13][CH3:14])[N:9]=[CH:8][N:7]=[C:6]2[O:15][C:16]1[CH:17]=[C:18]([CH:20]=[CH:21][CH:22]=1)[NH2:19].[C:23]1([C:29]2[CH:33]=[C:32]([NH:34][C:35](=O)[O:36]C3C=CC=CC=3)[O:31][N:30]=2)[CH:28]=[CH:27][CH:26]=[CH:25][CH:24]=1. No catalyst specified. The product is [CH3:1][O:2][C:3]1[CH:4]=[C:5]2[C:10](=[CH:11][C:12]=1[O:13][CH3:14])[N:9]=[CH:8][N:7]=[C:6]2[O:15][C:16]1[CH:17]=[C:18]([NH:19][C:35]([NH:34][C:32]2[O:31][N:30]=[C:29]([C:23]3[CH:24]=[CH:25][CH:26]=[CH:27][CH:28]=3)[CH:33]=2)=[O:36])[CH:20]=[CH:21][CH:22]=1. The yield is 0.440. (2) The reactants are [Cl:1][C:2]1[CH:10]=[CH:9][C:8](F)=[CH:7][C:3]=1[C:4]([NH2:6])=[O:5].[NH:12]1[CH2:17][CH2:16][O:15][CH2:14][CH2:13]1. The catalyst is CN1C(=O)CCC1.O. The product is [Cl:1][C:2]1[CH:10]=[CH:9][C:8]([N:12]2[CH2:17][CH2:16][O:15][CH2:14][CH2:13]2)=[CH:7][C:3]=1[C:4]([NH2:6])=[O:5]. The yield is 0.150. (3) The reactants are Br[C:2]1[N:6]2[CH:7]=[CH:8][C:9]([CH2:11][O:12][CH3:13])=[N:10][C:5]2=[N:4][CH:3]=1.[F:14][C:15]1[CH:20]=[CH:19][C:18](B2OC(C)(C)C(C)(C)O2)=[CH:17][C:16]=1[C:30]1[C:31]([C:36]#[N:37])=[CH:32][CH:33]=[CH:34][CH:35]=1. No catalyst specified. The product is [F:14][C:15]1[CH:20]=[CH:19][C:18]([C:2]2[N:6]3[CH:7]=[CH:8][C:9]([CH2:11][O:12][CH3:13])=[N:10][C:5]3=[N:4][CH:3]=2)=[CH:17][C:16]=1[C:30]1[C:31]([C:36]#[N:37])=[CH:32][CH:33]=[CH:34][CH:35]=1. The yield is 0.600. (4) The reactants are [N:1]1[CH:6]=[C:5](B(O)O)[CH:4]=[N:3][CH:2]=1.FC(F)(F)S(O[C:16]1[CH:25]=[CH:24][CH:23]=[C:22]2[C:17]=1[CH2:18][C@H:19]([N:26]([CH2:34][C:35]1[CH:40]=[CH:39][CH:38]=[CH:37][CH:36]=1)[CH2:27][C:28]1[CH:33]=[CH:32][CH:31]=[CH:30][CH:29]=1)[CH2:20][O:21]2)(=O)=O. No catalyst specified. The product is [CH2:34]([N:26]([CH2:27][C:28]1[CH:33]=[CH:32][CH:31]=[CH:30][CH:29]=1)[C@H:19]1[CH2:18][C:17]2[C:22](=[CH:23][CH:24]=[CH:25][C:16]=2[C:5]2[CH:6]=[N:1][CH:2]=[N:3][CH:4]=2)[O:21][CH2:20]1)[C:35]1[CH:36]=[CH:37][CH:38]=[CH:39][CH:40]=1. The yield is 0.780. (5) The reactants are [CH3:1][N:2]([CH3:32])[C:3]([C:5]1[N:26]([CH:27]2[CH2:31][CH2:30][CH2:29][CH2:28]2)[C:8]2[N:9]=[C:10]([NH:13][C:14]3[N:15]=[CH:16][C:17]([N:20]4[CH2:25][CH2:24][NH:23][CH2:22][CH2:21]4)=[N:18][CH:19]=3)[N:11]=[CH:12][C:7]=2[CH:6]=1)=[O:4].Br[CH2:34][CH2:35][OH:36]. No catalyst specified. The product is [CH3:1][N:2]([CH3:32])[C:3]([C:5]1[N:26]([CH:27]2[CH2:31][CH2:30][CH2:29][CH2:28]2)[C:8]2[N:9]=[C:10]([NH:13][C:14]3[N:15]=[CH:16][C:17]([N:20]4[CH2:25][CH2:24][N:23]([CH2:34][CH2:35][OH:36])[CH2:22][CH2:21]4)=[N:18][CH:19]=3)[N:11]=[CH:12][C:7]=2[CH:6]=1)=[O:4]. The yield is 0.540. (6) The reactants are [CH3:1][S:2]([C:5]1[CH:6]=[C:7]([C:11]#[C:12][Si](C)(C)C)[CH:8]=[CH:9][CH:10]=1)(=[O:4])=[O:3].C([O-])([O-])=O.[K+].[K+]. The catalyst is CO. The product is [C:11]([C:7]1[CH:8]=[CH:9][CH:10]=[C:5]([S:2]([CH3:1])(=[O:3])=[O:4])[CH:6]=1)#[CH:12]. The yield is 0.820. (7) The reactants are [ClH:1].[N:2]1[CH:7]=[CH:6][N:5]=[CH:4][C:3]=1[O:8][CH:9]1[CH2:14][CH2:13][N:12](C(OC(C)(C)C)=O)[CH2:11][CH2:10]1. The catalyst is C(O)C. The product is [ClH:1].[ClH:1].[NH:12]1[CH2:11][CH2:10][CH:9]([O:8][C:3]2[CH:4]=[N:5][CH:6]=[CH:7][N:2]=2)[CH2:14][CH2:13]1. The yield is 0.990. (8) The reactants are Cl[C:2]1[C:3](F)=[C:4]2[C:10]([NH:11][C:12]([C:14]3[CH:15]=[N:16][N:17]([CH2:19][C:20]4[CH:25]=[CH:24][N:23]=[CH:22][CH:21]=4)[CH:18]=3)=[O:13])=[CH:9][NH:8][C:5]2=[N:6][CH:7]=1.C(OC(=O)[NH:33][C@@H:34]1[CH2:39][CH2:38][CH2:37][NH:36][CH2:35]1)(C)(C)C.[CH2:41]([OH:45])CCC. No catalyst specified. The product is [NH2:33][C@@H:34]1[CH2:39][CH2:38][CH2:37][N:36]([C:3]2[C:2]([O:45][CH3:41])=[CH:7][N:6]=[C:5]3[NH:8][CH:9]=[C:10]([NH:11][C:12]([C:14]4[CH:15]=[N:16][N:17]([CH2:19][C:20]5[CH:25]=[CH:24][N:23]=[CH:22][CH:21]=5)[CH:18]=4)=[O:13])[C:4]=23)[CH2:35]1. The yield is 0.140. (9) The reactants are [CH3:1][O:2][C:3]1[CH:8]=CC(N)=C[CH:4]=1.C[CH2:11][N:12]([CH:16](C)C)[CH:13]([CH3:15])[CH3:14].CSC. The catalyst is CC#N. The product is [CH3:16][N:12]([CH3:11])[C:13]1[CH:14]=[CH:8][C:3]([O:2][CH3:1])=[CH:4][CH:15]=1. The yield is 0.190.